This data is from Full USPTO retrosynthesis dataset with 1.9M reactions from patents (1976-2016). The task is: Predict the reactants needed to synthesize the given product. (1) Given the product [Cl:9][C:10]1[CH:17]=[C:16]([Cl:18])[CH:15]=[CH:14][C:11]=1[CH:12]1[S:19][C:20]([CH3:25])([CH3:24])[C:21](=[O:22])[NH:1][C:2]2[N:6]([CH3:7])[N:5]=[C:4]([CH3:8])[C:3]1=2, predict the reactants needed to synthesize it. The reactants are: [NH2:1][C:2]1[N:6]([CH3:7])[N:5]=[C:4]([CH3:8])[CH:3]=1.[Cl:9][C:10]1[CH:17]=[C:16]([Cl:18])[CH:15]=[CH:14][C:11]=1[CH:12]=O.[SH:19][C:20]([CH3:25])([CH3:24])[C:21](O)=[O:22].CCN=C=NCCCN(C)C.Cl.[OH-].[Na+]. (2) Given the product [CH3:12][O:11][C:8]1[CH:9]=[CH:10][C:2]([O:1][CH2:20][C:21]([C:23]2[S:24][CH:25]=[CH:26][CH:27]=2)=[O:22])=[C:3]2[C:7]=1[CH2:6][CH2:5][CH2:4]2, predict the reactants needed to synthesize it. The reactants are: [OH:1][C:2]1[CH:10]=[CH:9][C:8]([O:11][CH3:12])=[C:7]2[C:3]=1[CH2:4][CH2:5][CH2:6]2.C(=O)([O-])[O-].[K+].[K+].Br[CH2:20][C:21]([C:23]1[S:24][CH:25]=[CH:26][CH:27]=1)=[O:22].O.